From a dataset of Catalyst prediction with 721,799 reactions and 888 catalyst types from USPTO. Predict which catalyst facilitates the given reaction. (1) Reactant: Cl.[N:2]1[C:11]2[C:6](=[CH:7][CH:8]=[CH:9][CH:10]=2)[C:5]([CH2:12][NH:13][C:14]2[CH:18]=[CH:17][S:16][C:15]=2[C:19]([OH:21])=O)=[CH:4][CH:3]=1.[NH2:22][C:23]1[CH:24]=[C:25]2[C:31]3([CH2:36][CH2:35][N:34]([CH3:37])[CH2:33][CH2:32]3)[C:30](=[O:38])[NH:29][C:26]2=[CH:27][CH:28]=1.C(Cl)CCl.C1C=NC2N(O)N=NC=2C=1.CCN(C(C)C)C(C)C. Product: [CH3:37][N:34]1[CH2:33][CH2:32][C:31]2([C:25]3[C:26](=[CH:27][CH:28]=[C:23]([NH:22][C:19]([C:15]4[S:16][CH:17]=[CH:18][C:14]=4[NH:13][CH2:12][C:5]4[C:6]5[C:11](=[CH:10][CH:9]=[CH:8][CH:7]=5)[N:2]=[CH:3][CH:4]=4)=[O:21])[CH:24]=3)[NH:29][C:30]2=[O:38])[CH2:36][CH2:35]1. The catalyst class is: 4. (2) Reactant: C([O:3][C:4]([CH2:6][C:7]1([CH3:32])[CH2:16][CH2:15][C:14]2[C:9](=[C:10]([CH3:31])[C:11]([CH3:30])=[C:12]([S:18]([NH:21][C:22](=[NH:29])[C:23]3[CH:28]=[CH:27][CH:26]=[CH:25][CH:24]=3)(=[O:20])=[O:19])[C:13]=2[CH3:17])[O:8]1)=[O:5])C.CCOC(C)=O.Cl. Product: [C:4]([CH2:6][C:7]1([CH3:32])[CH2:16][CH2:15][C:14]2[C:9](=[C:10]([CH3:31])[C:11]([CH3:30])=[C:12]([S:18]([NH:21][C:22](=[NH:29])[C:23]3[CH:24]=[CH:25][CH:26]=[CH:27][CH:28]=3)(=[O:19])=[O:20])[C:13]=2[CH3:17])[O:8]1)([OH:5])=[O:3]. The catalyst class is: 494. (3) Reactant: [CH3:1][O:2][C:3]1[CH:4]=[CH:5][CH:6]=[CH:7][C:8]=1[O:9][CH2:10][CH2:11][NH:12][CH2:13][CH:14]([OH:30])[CH2:15][O:16][C:17]1[CH:18]=[CH:19][CH:20]=[C:21]2[NH:29][C:28]3[CH:27]=[CH:26][CH:25]=[CH:24][C:23]=3[C:22]=12. Product: [CH3:1][O:2][C:3]1[CH:4]=[CH:5][CH:6]=[CH:7][C:8]=1[O:9][CH2:10][CH2:11][NH:12][CH2:13][CH:14]([OH:30])[CH2:15][O:16][C:17]1[CH:18]=[CH:19][CH:20]=[C:21]2[NH:29][C:28]3[CH:27]=[CH:26][CH:25]=[CH:24][C:23]=3[C:22]=12.[CH3:1][O:2][C:3]1[CH:4]=[CH:5][CH:6]=[CH:7][C:8]=1[O:9][CH2:10][CH2:11][NH2:12]. The catalyst class is: 72. (4) Reactant: [CH3:1][N:2]1[C:6]2=[CH:7][CH:8]=[C:9]3[C:14]([N:13]=[C:12](Cl)[N:11]=[C:10]3[N:16]3[CH2:21][CH2:20][O:19][CH2:18][CH2:17]3)=[C:5]2[CH:4]=[CH:3]1.[OH:22][C:23]1[CH:24]=[C:25](B(O)O)[CH:26]=[CH:27][CH:28]=1.C([O-])([O-])=O.[Na+].[Na+]. Product: [CH3:1][N:2]1[C:6]2=[CH:7][CH:8]=[C:9]3[C:14]([N:13]=[C:12]([C:27]4[CH:28]=[C:23]([OH:22])[CH:24]=[CH:25][CH:26]=4)[N:11]=[C:10]3[N:16]3[CH2:21][CH2:20][O:19][CH2:18][CH2:17]3)=[C:5]2[CH:4]=[CH:3]1. The catalyst class is: 216. (5) Reactant: Cl.[NH+]1C=CC=CC=1.[Cl:8][C:9]1[S:13][C:12]([C:14]2[N:19]=[C:18]([NH:20][C:21]3[CH:26]=[CH:25][C:24]([CH2:27][C:28]([O:30][CH3:31])=[O:29])=[C:23]([O:32]C)[CH:22]=3)[C:17]([CH2:34][CH3:35])=[C:16]([CH3:36])[N:15]=2)=[CH:11][CH:10]=1. Product: [Cl:8][C:9]1[S:13][C:12]([C:14]2[N:19]=[C:18]([NH:20][C:21]3[CH:26]=[CH:25][C:24]([CH2:27][C:28]([O:30][CH3:31])=[O:29])=[C:23]([OH:32])[CH:22]=3)[C:17]([CH2:34][CH3:35])=[C:16]([CH3:36])[N:15]=2)=[CH:11][CH:10]=1. The catalyst class is: 6. (6) Reactant: [C:1]([O:7][CH3:8])(=[O:6])[CH2:2][C:3]([CH3:5])=[O:4].[Cl:9][C:10]1[CH:17]=[C:16]([Cl:18])[CH:15]=[CH:14][C:11]=1[CH:12]=O.CC(O)=O.CNC. Product: [Cl:9][C:10]1[CH:17]=[C:16]([Cl:18])[CH:15]=[CH:14][C:11]=1[CH:12]=[C:2]([C:3](=[O:4])[CH3:5])[C:1]([O:7][CH3:8])=[O:6]. The catalyst class is: 41. (7) Reactant: [CH:1]12BC(CCC1)CCC2.[C:10]([O:15][CH3:16])(=[O:14])[CH2:11][CH:12]=[CH2:13].Br[C:18]1[CH:19]=[C:20]([C:24]2[C:33]3[C:28](=[CH:29][C:30]([Cl:35])=[C:31](C)[CH:32]=3)[O:27][C:26](=[O:36])[C:25]=2[CH2:37][C:38]([NH:40][C:41]2[CH:46]=[CH:45][C:44]([F:47])=[CH:43][C:42]=2[C:48]([F:51])([F:50])[F:49])=[O:39])[CH:21]=[CH:22][CH:23]=1.CC[C@@H]([C@H](NC([C@@H](NC([C@@H](NC([C@@H](NC([C@@H](N)CC(O)=O)=O)CCCNC(N)=N)=O)C(C)C)=O)CC1C=CC(O)=CC=1)=O)C(N[C@H](C(N1[C@H](C(N[C@H](C(O)=O)CC2C=CC=CC=2)=O)CCC1)=O)CC1NC=NC=1)=O)C.C[O-].[Na+].Cl. Product: [Cl:35][C:30]1([CH3:1])[CH:29]=[C:28]2[C:33](=[C:24]([C:20]3[CH:19]=[C:18]([CH2:13][CH2:12][CH2:11][C:10]([O:15][CH3:16])=[O:14])[CH:23]=[CH:22][CH:21]=3)[CH:25]([CH2:37][C:38]([NH:40][C:41]3[CH:46]=[CH:45][C:44]([F:47])=[CH:43][C:42]=3[C:48]([F:49])([F:50])[F:51])=[O:39])[C:26](=[O:36])[O:27]2)[CH:32]=[CH:31]1. The catalyst class is: 7. (8) Reactant: [F:1][C:2]1[C:3](NN)=[N:4][C:5]([F:8])=[CH:6][CH:7]=1.[Br:11]Br. Product: [Br:11][C:3]1[C:2]([F:1])=[CH:7][CH:6]=[C:5]([F:8])[N:4]=1. The catalyst class is: 22. (9) Reactant: [F:1][C:2]([F:45])([F:44])[CH2:3][CH2:4][C@@H:5]([C:20](=[O:43])[NH:21][CH:22]1[C:28](=[O:29])[NH:27][C:26]2[C:30]([CH2:34][OH:35])=[CH:31][CH:32]=[CH:33][C:25]=2[C:24]([C:36]2[CH:41]=[CH:40][CH:39]=[C:38]([F:42])[CH:37]=2)=[N:23]1)[C@H:6]([CH2:14][CH2:15][C:16]([F:19])([F:18])[F:17])[C:7]([O:9]C(C)(C)C)=[O:8].C(O)(C(F)(F)F)=O. Product: [F:45][C:2]([F:1])([F:44])[CH2:3][CH2:4][C@@H:5]([C:20](=[O:43])[NH:21][CH:22]1[C:28](=[O:29])[NH:27][C:26]2[C:30]([CH2:34][OH:35])=[CH:31][CH:32]=[CH:33][C:25]=2[C:24]([C:36]2[CH:41]=[CH:40][CH:39]=[C:38]([F:42])[CH:37]=2)=[N:23]1)[C@H:6]([CH2:14][CH2:15][C:16]([F:17])([F:18])[F:19])[C:7]([OH:9])=[O:8]. The catalyst class is: 2.